This data is from Catalyst prediction with 721,799 reactions and 888 catalyst types from USPTO. The task is: Predict which catalyst facilitates the given reaction. (1) Product: [Cl:1][CH2:2][CH2:3][C:4]1[C:9](=[O:10])[N:8]2[CH2:11][CH2:12][CH2:13][CH:14]([OH:15])[C:7]2=[N:6][C:5]=1[CH3:23]. The catalyst class is: 43. Reactant: [Cl:1][CH2:2][CH2:3][C:4]1[C:9](=[O:10])[N:8]2[CH:11]=[CH:12][CH:13]=[C:14]([O:15]CC3C=CC=CC=3)[C:7]2=[N:6][C:5]=1[CH3:23].Cl.[H][H]. (2) Reactant: [NH:1]([C:3]1[C:4]2[C:14](=O)[CH:13]([C:16]([O:18]CC)=[O:17])[CH2:12][N:11]([C:21]3[CH:26]=[CH:25][CH:24]=[CH:23][CH:22]=3)[C:5]=2[N:6]=[C:7]([S:9][CH3:10])[N:8]=1)[NH2:2].[OH-].[Na+]. Product: [CH3:10][S:9][C:7]1[N:6]=[C:5]2[C:4]3[C:14](=[N:2][NH:1][C:3]=3[N:8]=1)[CH:13]([C:16]([OH:18])=[O:17])[CH2:12][N:11]2[C:21]1[CH:26]=[CH:25][CH:24]=[CH:23][CH:22]=1. The catalyst class is: 8. (3) Product: [OH:1][C:2]1[CH:10]=[C:9]([C:11]([O-:13])=[O:12])[C:8]([OH:14])=[CH:7][C:3]=1[C:4]([O-:6])=[O:5].[Cs+:19].[Cs+:19]. Reactant: [OH:1][C:2]1[CH:10]=[C:9]([C:11]([OH:13])=[O:12])[C:8]([OH:14])=[CH:7][C:3]=1[C:4]([OH:6])=[O:5].C(=O)([O-])[O-].[Cs+:19].[Cs+].CC(C)=O. The catalyst class is: 6. (4) Reactant: [CH3:1][O:2][C:3]1[CH:22]=[CH:21][C:6]([CH2:7][O:8][N:9]=[CH:10][C:11]2[CH:16]=[CH:15][C:14]([O:17][CH3:18])=[CH:13][C:12]=2[O:19][CH3:20])=[CH:5][CH:4]=1.C([BH3-])#N.[Na+].Cl.C(=O)([O-])O.[Na+]. Product: [CH3:20][O:19][C:12]1[CH:13]=[C:14]([O:17][CH3:18])[CH:15]=[CH:16][C:11]=1[CH2:10][NH:9][O:8][CH2:7][C:6]1[CH:5]=[CH:4][C:3]([O:2][CH3:1])=[CH:22][CH:21]=1. The catalyst class is: 5. (5) Reactant: [CH3:1][N:2]([CH3:35])[C:3]1([C:6]([NH:8][C@H:9]2[CH2:14][CH2:13][C@@H:12]([N:15]3[C:20](=[O:21])[C:19]4[CH:22]=[C:23]([F:26])[CH:24]=[N:25][C:18]=4[N:17]([C:27]4[CH:32]=[CH:31][CH:30]=[C:29](I)[CH:28]=4)[C:16]3=[O:34])[CH2:11][CH2:10]2)=[O:7])[CH2:5][CH2:4]1.[CH:36]([C:38]1[CH:43]=[CH:42][C:41](B(O)O)=[CH:40][CH:39]=1)=[O:37].C([O-])([O-])=O.[Na+].[Na+]. Product: [CH3:1][N:2]([CH3:35])[C:3]1([C:6]([NH:8][C@H:9]2[CH2:14][CH2:13][C@@H:12]([N:15]3[C:20](=[O:21])[C:19]4[CH:22]=[C:23]([F:26])[CH:24]=[N:25][C:18]=4[N:17]([C:27]4[CH:28]=[C:29]([C:41]5[CH:42]=[CH:43][C:38]([CH:36]=[O:37])=[CH:39][CH:40]=5)[CH:30]=[CH:31][CH:32]=4)[C:16]3=[O:34])[CH2:11][CH2:10]2)=[O:7])[CH2:5][CH2:4]1. The catalyst class is: 548. (6) Product: [Cl:51][C:36]1[CH:37]=[CH:38][C:39]([C:41]([NH:42][CH2:43][C:44]2[CH:45]=[N:46][CH:47]=[CH:48][CH:49]=2)=[O:50])=[CH:40][C:35]=1[C:26]1([CH3:34])[C:27]2[C:32](=[CH:31][CH:30]=[C:29]([Cl:33])[CH:28]=2)[N:24]([S:21]([C:18]2[CH:19]=[CH:20][C:15]([NH:14][C:13]([N:3]([CH2:4][CH3:5])[CH2:1][CH3:2])=[O:55])=[CH:16][C:17]=2[O:53][CH3:54])(=[O:22])=[O:23])[C:25]1=[O:52]. Reactant: [CH2:1]([NH:3][CH2:4][CH3:5])[CH3:2].C1(O[C:13](=[O:55])[NH:14][C:15]2[CH:20]=[CH:19][C:18]([S:21]([N:24]3[C:32]4[C:27](=[CH:28][C:29]([Cl:33])=[CH:30][CH:31]=4)[C:26]([C:35]4[CH:40]=[C:39]([C:41](=[O:50])[NH:42][CH2:43][C:44]5[CH:45]=[N:46][CH:47]=[CH:48][CH:49]=5)[CH:38]=[CH:37][C:36]=4[Cl:51])([CH3:34])[C:25]3=[O:52])(=[O:23])=[O:22])=[C:17]([O:53][CH3:54])[CH:16]=2)C=CC=CC=1.O. The catalyst class is: 4. (7) Product: [Cl:1][C:2]1[CH:3]=[C:4]([CH:7]=[C:8]([O:10][C:11]2[C:16](=[O:17])[N:15]([CH2:18][C:19]3[CH:24]=[C:23]([CH:25]([F:27])[F:26])[C:22](=[O:28])[NH:21][N:20]=3)[CH:14]=[N:13][C:12]=2[C:38]([F:41])([F:40])[F:39])[CH:9]=1)[C:5]#[N:6]. Reactant: [Cl:1][C:2]1[CH:3]=[C:4]([CH:7]=[C:8]([O:10][C:11]2[C:16](=[O:17])[N:15]([CH2:18][C:19]3[CH:24]=[C:23]([CH:25]([F:27])[F:26])[C:22](=[O:28])[N:21](CC4C=CC(OC)=CC=4)[N:20]=3)[CH:14]=[N:13][C:12]=2[C:38]([F:41])([F:40])[F:39])[CH:9]=1)[C:5]#[N:6]. The catalyst class is: 47. (8) Reactant: CON(C)[C:4]([C:6]1[C:15](=[O:16])[C:14]2[C:9](=[CH:10][CH:11]=[CH:12][CH:13]=2)[N:8]([CH2:17][C:18]2[CH:23]=[CH:22][CH:21]=[C:20]([Br:24])[N:19]=2)[CH:7]=1)=[O:5].I[C:27]1[N:32]=[C:31]([CH3:33])[C:30]([O:34][CH3:35])=[CH:29][CH:28]=1.C([Mg]Cl)(C)C. Product: [Br:24][C:20]1[N:19]=[C:18]([CH2:17][N:8]2[C:9]3[C:14](=[CH:13][CH:12]=[CH:11][CH:10]=3)[C:15](=[O:16])[C:6]([C:4]([C:27]3[CH:28]=[CH:29][C:30]([O:34][CH3:35])=[C:31]([CH3:33])[N:32]=3)=[O:5])=[CH:7]2)[CH:23]=[CH:22][CH:21]=1. The catalyst class is: 1. (9) Reactant: [N:1]1([CH2:11][CH2:12][C:13]([OH:15])=O)[C:10]2[C:5](=[CH:6][CH:7]=[CH:8][CH:9]=2)[CH2:4][CH2:3][CH2:2]1.F[B-](F)(F)F.C1(=O)N(OC(N(C)C)=[N+](C)C)C(=O)CC1.C(N(CC)C(C)C)(C)C.[NH2:45][CH:46]([CH2:48][CH2:49][CH2:50][N:51]([CH2:54][CH3:55])[CH2:52][CH3:53])[CH3:47]. Product: [CH2:54]([N:51]([CH2:52][CH3:53])[CH2:50][CH2:49][CH2:48][CH:46]([NH:45][C:13](=[O:15])[CH2:12][CH2:11][N:1]1[C:10]2[C:5](=[CH:6][CH:7]=[CH:8][CH:9]=2)[CH2:4][CH2:3][CH2:2]1)[CH3:47])[CH3:55]. The catalyst class is: 163. (10) Reactant: C1N=CN(C(N2C=NC=C2)=O)C=1.[NH2:13][C:14]1[C:22]([C:23]([F:26])([F:25])[F:24])=[CH:21][C:17]([C:18](O)=[O:19])=[CH:16][C:15]=1[Cl:27].[BH4-].[Na+].Cl. Product: [NH2:13][C:14]1[C:22]([C:23]([F:24])([F:25])[F:26])=[CH:21][C:17]([CH2:18][OH:19])=[CH:16][C:15]=1[Cl:27]. The catalyst class is: 20.